Dataset: Forward reaction prediction with 1.9M reactions from USPTO patents (1976-2016). Task: Predict the product of the given reaction. (1) Given the reactants C([O:5][C:6]([C:8]1[CH:19]=[C:18]([O:20][C:21]2[CH:26]=[CH:25][C:24]([S:27]([CH3:30])(=[O:29])=[O:28])=[C:23]([F:31])[CH:22]=2)[C:11]2[CH2:12][C:13]([CH2:16][OH:17])([CH3:15])[O:14][C:10]=2[CH:9]=1)=O)(C)(C)C.[NH2:32][C:33]1[CH:37]=[CH:36][N:35]([CH3:38])[N:34]=1, predict the reaction product. The product is: [CH3:38][N:35]1[CH:36]=[CH:37][C:33]([NH:32][C:6]([C:8]2[CH:19]=[C:18]([O:20][C:21]3[CH:26]=[CH:25][C:24]([S:27]([CH3:30])(=[O:29])=[O:28])=[C:23]([F:31])[CH:22]=3)[C:11]3[CH2:12][C:13]([CH2:16][OH:17])([CH3:15])[O:14][C:10]=3[CH:9]=2)=[O:5])=[N:34]1. (2) Given the reactants C1(O)C=CC=CC=1.FC(F)(F)S(OC[P:15]([O:25][CH2:26][C:27]1[CH:32]=[CH:31][CH:30]=[CH:29][CH:28]=1)(=[O:24])[O:16][CH2:17][C:18]1[CH:23]=[CH:22][CH:21]=[CH:20][CH:19]=1)(=O)=O.C([O-])([O-])=O.[Cs+].[Cs+], predict the reaction product. The product is: [PH:15](=[O:24])([O:25][CH2:26][C:27]1[CH:32]=[CH:31][CH:30]=[CH:29][CH:28]=1)[O:16][CH2:17][C:18]1[CH:23]=[CH:22][CH:21]=[CH:20][CH:19]=1. (3) Given the reactants C(=O)([O-])[O-].[K+].[K+].[C:7]([O:10][C:11]1[CH:12]=[C:13]([CH:28]=[CH:29][C:30]=1[CH3:31])[NH:14][C:15]1[C:24]2[C:19](=[CH:20][C:21]([OH:27])=[C:22]([O:25][CH3:26])[CH:23]=2)[N:18]=[CH:17][N:16]=1)(=[O:9])[CH3:8].[CH3:32][O:33][CH2:34][CH2:35]Br, predict the reaction product. The product is: [C:7]([O:10][C:11]1[CH:12]=[C:13]([CH:28]=[CH:29][C:30]=1[CH3:31])[NH:14][C:15]1[C:24]2[C:19](=[CH:20][C:21]([O:27][CH2:35][CH2:34][O:33][CH3:32])=[C:22]([O:25][CH3:26])[CH:23]=2)[N:18]=[CH:17][N:16]=1)(=[O:9])[CH3:8]. (4) Given the reactants [CH2:1]([CH:8]1[CH2:13][CH2:12][CH2:11][NH:10][CH2:9]1)[C:2]1[CH:7]=[CH:6][CH:5]=[CH:4][CH:3]=1.[F:14][C:15]([F:20])([F:19])[C@@H:16]1[CH2:18][O:17]1, predict the reaction product. The product is: [CH2:1]([CH:8]1[CH2:13][CH2:12][CH2:11][N:10]([CH2:18][C@H:16]([OH:17])[C:15]([F:20])([F:19])[F:14])[CH2:9]1)[C:2]1[CH:7]=[CH:6][CH:5]=[CH:4][CH:3]=1. (5) Given the reactants [CH2:1]([O:8][C:9]([NH:11][C@@H:12]([CH3:16])[C:13]([OH:15])=[O:14])=[O:10])[C:2]1[CH:7]=[CH:6][CH:5]=[CH:4][CH:3]=1.[H-].[Na+].Br[CH2:20][CH2:21][O:22][CH3:23], predict the reaction product. The product is: [CH2:1]([O:8][C:9]([N:11]([CH2:20][CH2:21][O:22][CH3:23])[C@@H:12]([CH3:16])[C:13]([OH:15])=[O:14])=[O:10])[C:2]1[CH:3]=[CH:4][CH:5]=[CH:6][CH:7]=1. (6) Given the reactants Br[C:2]1[CH:7]=[CH:6][C:5]([S:8]([NH:11][C:12]2[CH:17]=[CH:16][C:15]([C@@H:18]3[CH2:24][C@@H:23]4[C@H:19]3[CH2:20][N:21]([CH2:25][CH2:26][CH3:27])[CH2:22]4)=[CH:14][CH:13]=2)(=[O:10])=[O:9])=[CH:4][CH:3]=1.C([Sn](CCCC)(CCCC)[C:33]1[O:34][CH:35]=[CH:36][CH:37]=1)CCC, predict the reaction product. The product is: [CH2:25]([N:21]1[CH2:20][C@@H:19]2[C@@H:23]([CH2:24][C@H:18]2[C:15]2[CH:16]=[CH:17][C:12]([NH:11][S:8]([C:5]3[CH:6]=[CH:7][C:2]([C:33]4[O:34][CH:35]=[CH:36][CH:37]=4)=[CH:3][CH:4]=3)(=[O:10])=[O:9])=[CH:13][CH:14]=2)[CH2:22]1)[CH2:26][CH3:27]. (7) Given the reactants [CH2:1]([O:8][CH2:9][CH2:10][CH2:11][CH2:12][C@@H:13]1[NH:18][C:17](=[O:19])[CH2:16][O:15][CH2:14]1)[C:2]1[CH:7]=[CH:6][CH:5]=[CH:4][CH:3]=1.[C:20]([O:24][C:25](O[C:25]([O:24][C:20]([CH3:23])([CH3:22])[CH3:21])=[O:26])=[O:26])([CH3:23])([CH3:22])[CH3:21].N1C=CN=C1, predict the reaction product. The product is: [CH2:1]([O:8][CH2:9][CH2:10][CH2:11][CH2:12][C@H:13]1[CH2:14][O:15][CH2:16][C:17](=[O:19])[N:18]1[C:25]([O:24][C:20]([CH3:23])([CH3:22])[CH3:21])=[O:26])[C:2]1[CH:3]=[CH:4][CH:5]=[CH:6][CH:7]=1. (8) The product is: [O:20]1[CH2:19][CH2:18][CH2:17][CH:16]1[CH2:15][N:12]1[CH:13]=[C:9]([B:4]2[O:5][C:6]([CH3:7])([CH3:8])[C:2]([CH3:14])([CH3:1])[O:3]2)[CH:10]=[N:11]1. Given the reactants [CH3:1][C:2]1([CH3:14])[C:6]([CH3:8])([CH3:7])[O:5][B:4]([C:9]2[CH:10]=[N:11][NH:12][CH:13]=2)[O:3]1.[CH2:15](Br)[CH:16]1[O:20][CH2:19][CH2:18][CH2:17]1.C(=O)([O-])[O-].[Cs+].[Cs+], predict the reaction product. (9) Given the reactants [CH3:1][N:2]([CH:12]1[CH:17]([CH3:18])[CH2:16][CH2:15][NH:14][CH2:13]1)[C:3]1[C:4]2[CH:11]=[CH:10][NH:9][C:5]=2[N:6]=[CH:7][N:8]=1.[C:19]([CH2:21][C:22](OCC)=[O:23])#[N:20].C(N(CC)CC)C.C(O)(=O)CC(CC(O)=O)(C(O)=O)O, predict the reaction product. The product is: [CH3:18][C@@H:17]1[CH2:16][CH2:15][N:14]([C:22](=[O:23])[CH2:21][C:19]#[N:20])[CH2:13][C@@H:12]1[N:2]([CH3:1])[C:3]1[C:4]2[CH:11]=[CH:10][NH:9][C:5]=2[N:6]=[CH:7][N:8]=1.